This data is from NCI-60 drug combinations with 297,098 pairs across 59 cell lines. The task is: Regression. Given two drug SMILES strings and cell line genomic features, predict the synergy score measuring deviation from expected non-interaction effect. (1) Drug 1: CC1OCC2C(O1)C(C(C(O2)OC3C4COC(=O)C4C(C5=CC6=C(C=C35)OCO6)C7=CC(=C(C(=C7)OC)O)OC)O)O. Drug 2: C1=NC2=C(N1)C(=S)N=CN2. Cell line: NCIH23. Synergy scores: CSS=52.5, Synergy_ZIP=-6.14, Synergy_Bliss=-5.76, Synergy_Loewe=-7.29, Synergy_HSA=-2.32. (2) Drug 1: C1CN1C2=NC(=NC(=N2)N3CC3)N4CC4. Drug 2: C1C(C(OC1N2C=NC3=C2NC=NCC3O)CO)O. Cell line: RXF 393. Synergy scores: CSS=7.64, Synergy_ZIP=-3.22, Synergy_Bliss=1.47, Synergy_Loewe=0.599, Synergy_HSA=0.764. (3) Drug 1: C1CCN(CC1)CCOC2=CC=C(C=C2)C(=O)C3=C(SC4=C3C=CC(=C4)O)C5=CC=C(C=C5)O. Drug 2: CC1=C(N=C(N=C1N)C(CC(=O)N)NCC(C(=O)N)N)C(=O)NC(C(C2=CN=CN2)OC3C(C(C(C(O3)CO)O)O)OC4C(C(C(C(O4)CO)O)OC(=O)N)O)C(=O)NC(C)C(C(C)C(=O)NC(C(C)O)C(=O)NCCC5=NC(=CS5)C6=NC(=CS6)C(=O)NCCC[S+](C)C)O. Cell line: U251. Synergy scores: CSS=-0.0885, Synergy_ZIP=-0.0122, Synergy_Bliss=-0.625, Synergy_Loewe=-2.81, Synergy_HSA=-2.13. (4) Drug 1: C1=NC2=C(N=C(N=C2N1C3C(C(C(O3)CO)O)O)F)N. Drug 2: COC1=C2C(=CC3=C1OC=C3)C=CC(=O)O2. Cell line: ACHN. Synergy scores: CSS=-1.42, Synergy_ZIP=-0.785, Synergy_Bliss=-3.86, Synergy_Loewe=-6.62, Synergy_HSA=-5.95. (5) Drug 1: C1CCN(CC1)CCOC2=CC=C(C=C2)C(=O)C3=C(SC4=C3C=CC(=C4)O)C5=CC=C(C=C5)O. Drug 2: CN1C2=C(C=C(C=C2)N(CCCl)CCCl)N=C1CCCC(=O)O.Cl. Cell line: UO-31. Synergy scores: CSS=14.2, Synergy_ZIP=-4.13, Synergy_Bliss=-0.449, Synergy_Loewe=2.62, Synergy_HSA=2.59.